From a dataset of Reaction yield outcomes from USPTO patents with 853,638 reactions. Predict the reaction yield, written as a fraction of the theoretical maximum amount of product (1.0 means a 100% yield; for example, 0.34 means a 34% yield). (1) The catalyst is C1COCC1. The yield is 0.980. The reactants are [C:1]1([C:7]2[CH:8]=[C:9]([C:16](O)=[O:17])[S:10][C:11]=2[C:12]([F:15])([F:14])[F:13])[CH:6]=[CH:5][CH:4]=[CH:3][CH:2]=1. The product is [OH:17][CH2:16][C:9]1[S:10][C:11]([C:12]([F:15])([F:13])[F:14])=[C:7]([C:1]2[CH:6]=[CH:5][CH:4]=[CH:3][CH:2]=2)[CH:8]=1. (2) The reactants are [Br:1][C:2]1[CH:3]=[C:4]2[C:9](=[CH:10][CH:11]=1)[C:8](=[O:12])[NH:7][C:6](=[O:13])/[C:5]/2=[CH:14]\NC1C=CC(C2CCN(C)CC2)=CC=1.Br[C:30]1[CH:31]=[C:32]2C(=C[CH:39]=1)[C:36](=[O:40])NC(=O)[C:33]2=[CH:42][NH:43][C:44]1[CH:49]=[CH:48][C:47]([N:50]2CC(C)NC(C)C2)=[CH:46][CH:45]=1. No catalyst specified. The product is [Br:1][C:2]1[CH:3]=[C:4]2[C:9](=[CH:10][CH:11]=1)[C:8](=[O:12])[NH:7][C:6](=[O:13])/[C:5]/2=[CH:14]/[O:40][CH3:36].[CH3:39][CH:30]1[CH2:31][CH2:32][CH2:33][CH2:42][N:43]1[C:44]1[CH:49]=[CH:48][C:47]([NH2:50])=[CH:46][CH:45]=1. The yield is 0.626. (3) The reactants are N([O-])=O.[Na+].N[C:6]1[C:7]([Cl:15])=[C:8]([C:11]([Cl:14])=[CH:12][N:13]=1)[C:9]#[N:10].[F:16][B-](F)(F)F.[H+]. No catalyst specified. The product is [Cl:15][C:7]1[C:6]([F:16])=[N:13][CH:12]=[C:11]([Cl:14])[C:8]=1[C:9]#[N:10]. The yield is 0.360. (4) The yield is 0.790. The product is [F:1][C:2]1[CH:11]=[CH:10][CH:9]=[C:8]2[C:3]=1[CH:4]=[CH:5][CH:6]=[C:7]2[O:12][CH2:23][O:24][CH3:25]. The reactants are [F:1][C:2]1[CH:11]=[CH:10][CH:9]=[C:8]2[C:3]=1[CH:4]=[CH:5][CH:6]=[C:7]2[OH:12].C(N(C(C)C)C(C)C)C.Cl[CH2:23][O:24][CH3:25].C(=O)([O-])[O-].[Na+].[Na+]. The catalyst is ClCCl. (5) The reactants are [CH:1]([O:4][C:5]1[CH:9]=[C:8]([C:10]([O:12][CH3:13])=[O:11])[NH:7][N:6]=1)([CH3:3])[CH3:2].C(=O)([O-])[O-].[K+].[K+].CN(C)C=O.[Cl:25][C:26]1[C:27]([CH2:36]Cl)=[N:28][CH:29]=[C:30]([C:32]([F:35])([F:34])[F:33])[CH:31]=1. The catalyst is O. The product is [Cl:25][C:26]1[C:27]([CH2:36][N:7]2[C:8]([C:10]([O:12][CH3:13])=[O:11])=[CH:9][C:5]([O:4][CH:1]([CH3:3])[CH3:2])=[N:6]2)=[N:28][CH:29]=[C:30]([C:32]([F:34])([F:33])[F:35])[CH:31]=1. The yield is 0.510. (6) The reactants are [CH:1]1([C:7]2[C:15]3[C:10](=[CH:11][C:12]([C:16]([O:18][CH3:19])=[O:17])=[CH:13][CH:14]=3)[NH:9][C:8]=2[C:20]2[CH:25]=[CH:24][CH:23]=[CH:22][C:21]=2[CH2:26][OH:27])[CH2:6][CH2:5][CH2:4][CH2:3][CH2:2]1.N1C=CN=C1.Cl[Si:34]([CH:41]([CH3:43])[CH3:42])([CH:38]([CH3:40])[CH3:39])[CH:35]([CH3:37])[CH3:36]. The catalyst is CN(C=O)C.CCOC(C)=O. The product is [CH:1]1([C:7]2[C:15]3[C:10](=[CH:11][C:12]([C:16]([O:18][CH3:19])=[O:17])=[CH:13][CH:14]=3)[NH:9][C:8]=2[C:20]2[CH:25]=[CH:24][CH:23]=[CH:22][C:21]=2[CH2:26][O:27][Si:34]([CH:41]([CH3:43])[CH3:42])([CH:38]([CH3:40])[CH3:39])[CH:35]([CH3:37])[CH3:36])[CH2:6][CH2:5][CH2:4][CH2:3][CH2:2]1. The yield is 0.970. (7) The reactants are [O:1]1[CH:5]=[CH:4][C:3](B(O)O)=[CH:2]1.Br[C:10]1[CH:15]=[CH:14][C:13]([C:16]2[N:21]=[CH:20][CH:19]=[CH:18][N:17]=2)=[CH:12][CH:11]=1. The catalyst is C(O)C.COCCOC.C(OCC)(=O)C.C1C=CC([P]([Pd]([P](C2C=CC=CC=2)(C2C=CC=CC=2)C2C=CC=CC=2)([P](C2C=CC=CC=2)(C2C=CC=CC=2)C2C=CC=CC=2)[P](C2C=CC=CC=2)(C2C=CC=CC=2)C2C=CC=CC=2)(C2C=CC=CC=2)C2C=CC=CC=2)=CC=1. The product is [O:1]1[CH:5]=[CH:4][C:3]([C:10]2[CH:15]=[CH:14][C:13]([C:16]3[N:17]=[CH:18][CH:19]=[CH:20][N:21]=3)=[CH:12][CH:11]=2)=[CH:2]1. The yield is 0.650. (8) The reactants are [C:1]([O:5][C:6]([NH:8][C@H:9]([C:13]1[CH:18]=[CH:17][C:16]([OH:19])=[CH:15][CH:14]=1)[C:10]([OH:12])=[O:11])=[O:7])([CH3:4])([CH3:3])[CH3:2].[H-].[Na+].[CH3:22][O:23][CH2:24][CH2:25]Br. The catalyst is CN(C)C=O. The product is [C:1]([O:5][C:6]([NH:8][C@H:9]([C:13]1[CH:18]=[CH:17][C:16]([O:19][CH2:25][CH2:24][O:23][CH3:22])=[CH:15][CH:14]=1)[C:10]([OH:12])=[O:11])=[O:7])([CH3:4])([CH3:2])[CH3:3]. The yield is 0.780. (9) The yield is 0.993. The product is [CH3:1][N:2]([C:14]1[N:23]=[C:22]([NH2:24])[C:21]2[C:16](=[CH:17][C:18]([O:27][CH3:28])=[C:19]([O:25][CH3:26])[CH:20]=2)[N:15]=1)[CH2:3][CH2:4][CH2:5][NH:6][C:7]([CH:9]1[O:13][CH2:12][CH2:11][CH2:10]1)=[O:8].[ClH:29]. The catalyst is CC(C)=O. The reactants are [CH3:1][N:2]([C:14]1[N:23]=[C:22]([NH2:24])[C:21]2[C:16](=[CH:17][C:18]([O:27][CH3:28])=[C:19]([O:25][CH3:26])[CH:20]=2)[N:15]=1)[CH2:3][CH2:4][CH2:5][NH:6][C:7]([CH:9]1[O:13][CH2:12][CH2:11][CH2:10]1)=[O:8].[ClH:29].